Predict the product of the given reaction. From a dataset of Forward reaction prediction with 1.9M reactions from USPTO patents (1976-2016). (1) Given the reactants [NH2:1][C:2]1[S:3][C@:4]2([CH2:19][C@H:20]([C:24]#[N:25])C(O)=O)[C@H:6]([C@:7]([C:11]3[CH:16]=[C:15]([Br:17])[CH:14]=[CH:13][C:12]=3[F:18])([CH2:9][F:10])[N:8]=1)[CH2:5]2.NC1S[C@]2(C[C@@H](C#N)C(O)=O)[C@H]([C@](C3C=C(Br)C=CC=3F)(CF)N=1)C2.C([O-])(O)=O.[Na+], predict the reaction product. The product is: [NH2:1][C:2]1[S:3][C@:4]2([CH2:19][CH2:20][C:24]#[N:25])[C@H:6]([C@:7]([C:11]3[CH:16]=[C:15]([Br:17])[CH:14]=[CH:13][C:12]=3[F:18])([CH2:9][F:10])[N:8]=1)[CH2:5]2. (2) Given the reactants Cl.C([O:5][C:6]1[CH:7]=[C:8]([CH:23]=[CH:24][C:25]=1[CH3:26])[NH:9][C:10]1[C:19]2[C:14](=[CH:15][C:16]([OH:22])=[C:17]([O:20][CH3:21])[CH:18]=2)[N:13]=[CH:12][N:11]=1)(=O)C.Cl.[Cl:28][CH2:29][C:30]1[N:31]=[C:32]([CH3:35])[S:33][CH:34]=1.C(=O)([O-])[O-].[K+].[K+].[I-].[K+], predict the reaction product. The product is: [ClH:28].[OH:5][C:6]1[CH:7]=[C:8]([CH:23]=[CH:24][C:25]=1[CH3:26])[NH:9][C:10]1[C:19]2[C:14](=[CH:15][C:16]([O:22][CH2:29][C:30]3[N:31]=[C:32]([CH3:35])[S:33][CH:34]=3)=[C:17]([O:20][CH3:21])[CH:18]=2)[N:13]=[CH:12][N:11]=1. (3) Given the reactants COCCOC.[CH:7]1([CH:10]([C:21](=[O:23])[CH3:22])[C:11]([O:13]CC2C=CC=CC=2)=O)[CH2:9][CH2:8]1.[CH2:24]([NH2:32])[CH2:25][C:26]1[CH:31]=[CH:30][CH:29]=[CH:28][CH:27]=1, predict the reaction product. The product is: [CH:7]1([CH:10]([C:21](=[O:23])[CH3:22])[C:11]([NH:32][CH2:24][CH2:25][C:26]2[CH:31]=[CH:30][CH:29]=[CH:28][CH:27]=2)=[O:13])[CH2:8][CH2:9]1. (4) Given the reactants [C:1]([O:7][CH2:8][CH3:9])(=[O:6])[CH2:2][C:3]([OH:5])=O.C[Mg+].[Br-].[CH3:13][O:14][C:15]1[C:20](C(Cl)=O)=[CH:19][N:18]=[C:17]([S:24][CH3:25])[N:16]=1.Cl, predict the reaction product. The product is: [CH2:8]([O:7][C:1](=[O:6])[CH2:2][C:3]([C:20]1[C:15]([O:14][CH3:13])=[N:16][C:17]([S:24][CH3:25])=[N:18][CH:19]=1)=[O:5])[CH3:9].